This data is from M1 muscarinic receptor antagonist screen with 61,756 compounds. The task is: Binary Classification. Given a drug SMILES string, predict its activity (active/inactive) in a high-throughput screening assay against a specified biological target. (1) The drug is O(C1CCCCC1)C(=O)C(N1CCOCC1)CC(O)=O. The result is 0 (inactive). (2) The drug is S(=O)(=O)(NCC(=O)N(CC(=O)NCC1OCCC1)CCc1ccccc1)c1ccccc1. The result is 0 (inactive).